Dataset: Forward reaction prediction with 1.9M reactions from USPTO patents (1976-2016). Task: Predict the product of the given reaction. (1) Given the reactants O[C:2]1[C:31]([O:32]C)=[CH:30][C:5]2[N:6]([C:9]3[S:13][C:12]([C:14]([O:16][CH3:17])=[O:15])=[C:11]([O:18][CH2:19][C:20]4[CH:25]=[CH:24][CH:23]=[CH:22][C:21]=4[C:26]([F:29])([F:28])[F:27])[CH:10]=3)[CH:7]=[N:8][C:4]=2[CH:3]=1.CC([Si](C1C=CC=CC=1)(C1C=CC=CC=1)OC1C(C2SC(C(OC)=O)=C(OCC3C=CC=CC=3C(F)(F)F)C=2)C=C2N=CN=C2C=1)(C)C.[F-].C([N+](CCCC)(CCCC)CCCC)CCC, predict the reaction product. The product is: [OH:32][C:31]1[CH:2]=[CH:3][C:4]2[N:8]=[CH:7][N:6]([C:9]3[S:13][C:12]([C:14]([O:16][CH3:17])=[O:15])=[C:11]([O:18][CH2:19][C:20]4[CH:25]=[CH:24][CH:23]=[CH:22][C:21]=4[C:26]([F:27])([F:29])[F:28])[CH:10]=3)[C:5]=2[CH:30]=1. (2) Given the reactants [CH3:1][NH:2][C:3]1[C:12]2[C:7](=[CH:8][CH:9]=[C:10]([C:13]#[N:14])[CH:11]=2)[N:6]=[C:5]([C:15]2[CH:16]=[N:17][CH:18]=[CH:19][CH:20]=2)[N:4]=1.[CH3:21][C:22]([O:25][C:26](O[C:26]([O:25][C:22]([CH3:24])([CH3:23])[CH3:21])=[O:27])=[O:27])([CH3:24])[CH3:23].[BH4-].[Na+], predict the reaction product. The product is: [CH3:1][NH:2][C:3]1[C:12]2[C:7](=[CH:8][CH:9]=[C:10]([CH2:13][NH:14][C:26](=[O:27])[O:25][C:22]([CH3:24])([CH3:23])[CH3:21])[CH:11]=2)[N:6]=[C:5]([C:15]2[CH:16]=[N:17][CH:18]=[CH:19][CH:20]=2)[N:4]=1. (3) The product is: [CH3:1][N:2]([C@@H:3]([C:5]1[O:6][C:7]2[CH:14]=[CH:13][CH:12]=[CH:11][C:8]=2[C:9]=1[CH3:10])[CH3:4])[C:22](=[O:25])[CH:23]=[CH2:24]. Given the reactants [CH3:1][NH:2][C@@H:3]([C:5]1[O:6][C:7]2[CH:14]=[CH:13][CH:12]=[CH:11][C:8]=2[C:9]=1[CH3:10])[CH3:4].CCN(CC)CC.[C:22](Cl)(=[O:25])[CH:23]=[CH2:24], predict the reaction product. (4) Given the reactants [NH2:1][C:2](=[O:31])[CH2:3][CH2:4][C:5]1[CH:6]=[CH:7][C:8]2[N:12]=[C:11]([CH2:13][NH:14][C:15]3[CH:20]=[CH:19][CH:18]=[CH:17][C:16]=3/[CH:21]=[CH:22]/[C:23]([O:25]C(C)(C)C)=[O:24])[NH:10][C:9]=2[CH:30]=1.C(O)(C(F)(F)F)=O.C(Cl)Cl, predict the reaction product. The product is: [NH2:1][C:2](=[O:31])[CH2:3][CH2:4][C:5]1[CH:6]=[CH:7][C:8]2[N:12]=[C:11]([CH2:13][NH:14][C:15]3[CH:20]=[CH:19][CH:18]=[CH:17][C:16]=3/[CH:21]=[CH:22]/[C:23]([OH:25])=[O:24])[NH:10][C:9]=2[CH:30]=1. (5) Given the reactants [CH3:1][S:2]([C:5]1[CH:10]=[CH:9][C:8]([OH:11])=[CH:7][C:6]=1[CH3:12])(=[O:4])=[O:3].ClC1C=C(S(C)(=O)=O)C=CC=1O[CH2:17][C:18]1[C:23](C)=[CH:22][C:21]([CH:25]2[CH2:30][CH2:29][N:28]([C:31]([O:33][C:34]([CH3:37])([CH3:36])[CH3:35])=[O:32])[CH2:27][CH2:26]2)=[CH:20][N:19]=1, predict the reaction product. The product is: [CH3:1][S:2]([C:5]1[CH:10]=[CH:9][C:8]([O:11][CH2:17][C:18]2[CH:23]=[CH:22][C:21]([CH:25]3[CH2:26][CH2:27][N:28]([C:31]([O:33][C:34]([CH3:37])([CH3:36])[CH3:35])=[O:32])[CH2:29][CH2:30]3)=[CH:20][N:19]=2)=[CH:7][C:6]=1[CH3:12])(=[O:3])=[O:4]. (6) Given the reactants C([N:8]1[CH2:13][CH2:12][N:11]2[CH2:14][C@H:15]([CH2:18][N:19]3[C:23]4[CH:24]=[CH:25][CH:26]=[CH:27][C:22]=4[O:21][C:20]3=[O:28])[CH2:16][CH2:17][C@H:10]2[CH2:9]1)(OC(C)(C)C)=O.Cl, predict the reaction product. The product is: [CH2:9]1[NH:8][CH2:13][CH2:12][N:11]2[CH2:14][C@H:15]([CH2:18][N:19]3[C:23]4[CH:24]=[CH:25][CH:26]=[CH:27][C:22]=4[O:21][C:20]3=[O:28])[CH2:16][CH2:17][C@@H:10]12. (7) Given the reactants Cl[C:2]1[S:6][N:5]=[C:4]([CH2:7][N:8]2[C:16]3[C:11](=[C:12]([C:19]([F:22])([F:21])[F:20])[C:13]([C:17]#[N:18])=[CH:14][CH:15]=3)[CH:10]=[C:9]2[CH3:23])[N:3]=1.[F:24][C:25]([F:40])([F:39])[C:26]1[CH:27]=[C:28](B(O)O)[CH:29]=[C:30]([C:32]([F:35])([F:34])[F:33])[CH:31]=1.[F-].[Cs+], predict the reaction product. The product is: [F:24][C:25]([F:39])([F:40])[C:26]1[CH:27]=[C:28]([C:2]2[S:6][N:5]=[C:4]([CH2:7][N:8]3[C:16]4[C:11](=[C:12]([C:19]([F:22])([F:21])[F:20])[C:13]([C:17]#[N:18])=[CH:14][CH:15]=4)[CH:10]=[C:9]3[CH3:23])[N:3]=2)[CH:29]=[C:30]([C:32]([F:33])([F:34])[F:35])[CH:31]=1.